Task: Regression/Classification. Given a drug SMILES string, predict its toxicity properties. Task type varies by dataset: regression for continuous values (e.g., LD50, hERG inhibition percentage) or binary classification for toxic/non-toxic outcomes (e.g., AMES mutagenicity, cardiotoxicity, hepatotoxicity). Dataset: ld50_zhu.. Dataset: Acute oral toxicity (LD50) regression data from Zhu et al. (1) The drug is COC(=O)c1cc([N+](=O)[O-])ccc1Cl. The rat oral LD50 is 1.60, given as -log10 of the dose in mol/kg body weight (higher means more acutely toxic). (2) The drug is CN1CCN=C(c2ccccc2)c2cc(Cl)ccc21. The rat oral LD50 is 2.48, given as -log10 of the dose in mol/kg body weight (higher means more acutely toxic). (3) The drug is CCCCCOc1ccc(Br)cc1COCCN(CC)CC. The rat oral LD50 is 3.07, given as -log10 of the dose in mol/kg body weight (higher means more acutely toxic). (4) The drug is CC(C)(Oc1ccc(Cl)cc1)C(=O)O. The rat oral LD50 is 2.38, given as -log10 of the dose in mol/kg body weight (higher means more acutely toxic). (5) The molecule is CC(C)CNC(=O)OCC(O)C1COc2ccccc2O1. The rat oral LD50 is 2.29, given as -log10 of the dose in mol/kg body weight (higher means more acutely toxic).